From a dataset of Drug-target binding data from BindingDB using Kd measurements. Regression. Given a target protein amino acid sequence and a drug SMILES string, predict the binding affinity score between them. We predict pKd (pKd = -log10(Kd in M); higher means stronger binding). Dataset: bindingdb_kd. (1) The small molecule is O=S(=O)(c1ccc(O)cc1O)N1Cc2cc(O)cc(O)c2C1. The target protein sequence is MPEETQTQDQPMEEEEVETFAFQAEIAQLMSLIINTFYSNKEIFLRELISNSSDALDKIRYESLTDPSKLDSGKELHINLIPNKQDRTLTIVDTGIGMTKADLINNLGTIAKSGTKAFMEALQAGADISMIGQFGVGFYSAYLVAEKVTVITKHNDDEQYAWESSAGGSFTVRTDTGEPMGRGTKVILHLKEDQTEYLEERRIKEIVKKHSQFIGYPITLFVEKERDKEVSDDEAE. The pKd is 4.3. (2) The small molecule is CN(C)c1ccc(C=NN=C(N)N)cc1. The target protein sequence is MDTLAPESTRQNLRSQRLNLLTNEPHQRLESLVKSKEPFASRDNFARFVAAQYLFQHDLEPLYRNEALARLFPGLASRARDDAARADLADLGHPVPEGDQSVREADLSLAEALGWLFVSEGSKLGAAFLFKKAAALELDENFGARHLAEPEGGRAQGWKSFVAILDGIELNEEEERLAAKGASDAFNRFGDLLERTFA. The pKd is 4.5. (3) The small molecule is CO[C@@H]1O[C@H](CO)[C@H](O)[C@H](OC(=O)c2ccc(C)cc2)[C@@H]1O[PH](=O)[O-]. The target protein (P05162) has sequence MTGELEVKNMDMKPGSTLKITGSIADGTDGFVINLGQGTDKLNLHFNPRFSESTIVCNSLDGSNWGQEQREDHLCFSPGSEVKFTVTFESDKFKVKLPDGHELTFPNRLGHSHLSYLSVRGGFNMSSFKLKE. The pKd is 2.8. (4) The compound is CC(C)n1nc(-c2cc3cc(O)ccc3[nH]2)c2c(N)ncnc21. The target protein (Q00536) has sequence MDRMKKIKRQLSMTLRGGRGIDKTNGAPEQIGLDESGGGGGSDPGEAPTRAAPGELRSARGPLSSAPEIVHEDLKMGSDGESDQASATSSDEVQSPVRVRMRNHPPRKISTEDINKRLSLPADIRLPEGYLEKLTLNSPIFDKPLSRRLRRVSLSEIGFGKLETYIKLDKLGEGTYATVYKGKSKLTDNLVALKEIRLEHEEGAPCTAIREVSLLKDLKHANIVTLHDIIHTEKSLTLVFEYLDKDLKQYLDDCGNIINMHNVKLFLFQLLRGLAYCHRQKVLHRDLKPQNLLINERGELKLADFGLARAKSIPTKTYSNEVVTLWYRPPDILLGSTDYSTQIDMWGVGCIFYEMATGRPLFPGSTVEEQLHFIFRILGTPTEETWPGILSNEEFKTYNYPKYRAEALLSHAPRLDSDGADLLTKLLQFEGRNRISAEDAMKHPFFLSLGERIHKLPDTTSIFALKEIQLQKEASLRSSSMPDSGRPAFRVVDTEF. The pKd is 5.0. (5) The compound is Cc1ccc(-n2nc(C(C)(C)C)cc2NC(=O)Nc2ccc(OCCN3CCOCC3)c3ccccc23)cc1. The target protein sequence is HHSTVADGLITTLHYPAPKRNKPTVYGVSPNYDKWEMERTDITMKHKLGGGQYGEVYEGVWKKYSLTVAVKTLKEDTMEVEEFLKEAAVMKEIKHPNLVQLLGVCTREPPFYIITEFMTYGNLLDYLRECNRQEVNAVVLLYMATQISSAMEYLEKKNVIHRDLAARNCLVGENHLVKVADFGLSRLMTGDTYTAHAGAKFPIKWTAPESLAYNKFSIKSDVWAFGVLLWEIATYGMSPYPGIDLSQVYELLEKDYRMERPEGCPEKVYELMRACWQWNPSDRPSFAEIHQAFETMFQES. The pKd is 5.1.